Task: Regression. Given a peptide amino acid sequence and an MHC pseudo amino acid sequence, predict their binding affinity value. This is MHC class I binding data.. Dataset: Peptide-MHC class I binding affinity with 185,985 pairs from IEDB/IMGT (1) The peptide sequence is SLPPNFWSSL. The MHC is HLA-B08:01 with pseudo-sequence HLA-B08:01. The binding affinity (normalized) is 0.0847. (2) The peptide sequence is NILVAGNLI. The MHC is HLA-B58:01 with pseudo-sequence HLA-B58:01. The binding affinity (normalized) is 0.0847. (3) The peptide sequence is VILKVGTDI. The MHC is Mamu-B03 with pseudo-sequence Mamu-B03. The binding affinity (normalized) is 0. (4) The peptide sequence is EIEIEKNKK. The MHC is HLA-A02:01 with pseudo-sequence HLA-A02:01. The binding affinity (normalized) is 0.0847. (5) The peptide sequence is EETNMITLL. The MHC is HLA-B40:01 with pseudo-sequence HLA-B40:01. The binding affinity (normalized) is 0.571.